Dataset: Reaction yield outcomes from USPTO patents with 853,638 reactions. Task: Predict the reaction yield, written as a fraction of the theoretical maximum amount of product (1.0 means a 100% yield; for example, 0.34 means a 34% yield). (1) The reactants are [F:1][C:2]1[C:3]([O:13][CH3:14])=[C:4]([C:8]2(O)[CH2:11][CH2:10][CH2:9]2)[CH:5]=[CH:6][CH:7]=1.[SiH](CC)(CC)CC. The catalyst is C(O)(C(F)(F)F)=O.C(Cl)Cl. The product is [CH:8]1([C:4]2[CH:5]=[CH:6][CH:7]=[C:2]([F:1])[C:3]=2[O:13][CH3:14])[CH2:9][CH2:10][CH2:11]1. The yield is 0.705. (2) The reactants are [CH:1]([C@H:4]1[N:9]([C:10]2[N:15]=[C:14]([O:16][CH3:17])[C:13]([C:18]([F:21])([F:20])[F:19])=[CH:12][N:11]=2)[CH2:8][CH2:7][N:6]2[C:22]3[CH:28]=[C:27]([S:29]([CH3:32])(=[O:31])=[O:30])[C:26]([C:33](OC)=[O:34])=[CH:25][C:23]=3[N:24]=[C:5]12)([CH3:3])[CH3:2].CC(C[AlH]CC(C)C)C.[NH4+].[Cl-]. The catalyst is C(Cl)Cl.C1(C)C=CC=CC=1. The product is [CH:1]([C@H:4]1[N:9]([C:10]2[N:15]=[C:14]([O:16][CH3:17])[C:13]([C:18]([F:21])([F:19])[F:20])=[CH:12][N:11]=2)[CH2:8][CH2:7][N:6]2[C:22]3[CH:28]=[C:27]([S:29]([CH3:32])(=[O:30])=[O:31])[C:26]([CH2:33][OH:34])=[CH:25][C:23]=3[N:24]=[C:5]12)([CH3:3])[CH3:2]. The yield is 0.246. (3) The reactants are [C:1]([O:5][C:6](=[O:19])[NH:7][CH2:8][CH2:9][CH2:10][C:11]1[CH:12]=[N:13][C:14]([CH3:18])=[C:15]([NH2:17])[CH:16]=1)([CH3:4])([CH3:3])[CH3:2].[CH2:20]([O:27][C:28]([NH:30][C:31](=[N:34][C:35]([O:37][CH2:38][C:39]1[CH:44]=[CH:43][CH:42]=[CH:41][CH:40]=1)=[O:36])SC)=[O:29])[C:21]1[CH:26]=[CH:25][CH:24]=[CH:23][CH:22]=1. The catalyst is C(Cl)Cl.[Hg](Cl)Cl. The product is [CH2:38]([O:37][C:35](=[O:36])[NH:34]/[C:31](/[NH:17][C:15]1[C:14]([CH3:18])=[N:13][CH:12]=[C:11]([CH2:10][CH2:9][CH2:8][NH:7][C:6]([O:5][C:1]([CH3:3])([CH3:4])[CH3:2])=[O:19])[CH:16]=1)=[N:30]\[C:28](=[O:29])[O:27][CH2:20][C:21]1[CH:26]=[CH:25][CH:24]=[CH:23][CH:22]=1)[C:39]1[CH:40]=[CH:41][CH:42]=[CH:43][CH:44]=1. The yield is 0.610.